Dataset: Ames mutagenicity test results for genotoxicity prediction. Task: Regression/Classification. Given a drug SMILES string, predict its toxicity properties. Task type varies by dataset: regression for continuous values (e.g., LD50, hERG inhibition percentage) or binary classification for toxic/non-toxic outcomes (e.g., AMES mutagenicity, cardiotoxicity, hepatotoxicity). Dataset: ames. The molecule is COc1ccc(-c2nc(-c3ccc(C)cc3)c(-c3ccc(C)cc3)[nH]2)cc1OC. The result is 1 (mutagenic).